Dataset: Reaction yield outcomes from USPTO patents with 853,638 reactions. Task: Predict the reaction yield, written as a fraction of the theoretical maximum amount of product (1.0 means a 100% yield; for example, 0.34 means a 34% yield). (1) The reactants are [H-].[H-].[H-].[H-].[Li+].[Al+3].C[O:8][C:9]([C:11]1[C:20]([CH3:21])=[C:19]([O:22][CH2:23][C:24]2[CH:29]=[CH:28][CH:27]=[CH:26][CH:25]=2)[C:18]2[C:13](=[CH:14][CH:15]=[C:16]([F:30])[CH:17]=2)[CH:12]=1)=O. The catalyst is C1COCC1. The product is [CH2:23]([O:22][C:19]1[C:18]2[C:13](=[CH:14][CH:15]=[C:16]([F:30])[CH:17]=2)[CH:12]=[C:11]([CH2:9][OH:8])[C:20]=1[CH3:21])[C:24]1[CH:25]=[CH:26][CH:27]=[CH:28][CH:29]=1. The yield is 0.920. (2) The product is [Cl:1][C:2]1[CH:3]=[C:4]([NH:9][C:10]([C:13]2[C:17]([CH2:18][O:19][Si:20]([CH:27]([CH3:29])[CH3:28])([CH:24]([CH3:26])[CH3:25])[CH:21]([CH3:23])[CH3:22])=[N:16][O:15][N:14]=2)=[N:30][OH:31])[CH:5]=[CH:6][C:7]=1[F:8]. The yield is 0.890. The catalyst is CCO. The reactants are [Cl:1][C:2]1[CH:3]=[C:4]([N:9]=[C:10]([C:13]2[C:17]([CH2:18][O:19][Si:20]([CH:27]([CH3:29])[CH3:28])([CH:24]([CH3:26])[CH3:25])[CH:21]([CH3:23])[CH3:22])=[N:16][O:15][N:14]=2)SC)[CH:5]=[CH:6][C:7]=1[F:8].[NH2:30][OH:31].